Dataset: CYP2D6 inhibition data for predicting drug metabolism from PubChem BioAssay. Task: Regression/Classification. Given a drug SMILES string, predict its absorption, distribution, metabolism, or excretion properties. Task type varies by dataset: regression for continuous measurements (e.g., permeability, clearance, half-life) or binary classification for categorical outcomes (e.g., BBB penetration, CYP inhibition). Dataset: cyp2d6_veith. (1) The drug is Nc1ccccc1C(=O)/C=C\c1ccc2c(c1)OCO2. The result is 1 (inhibitor). (2) The molecule is CS(=O)(=O)N1CCC2(CC1)CN(C(=O)Nc1ccccc1)C2. The result is 0 (non-inhibitor). (3) The drug is COC(=O)[C@@H]1C[C@H]1[C@@H](NC(=O)c1cc(C)on1)c1ccccc1. The result is 0 (non-inhibitor).